This data is from Forward reaction prediction with 1.9M reactions from USPTO patents (1976-2016). The task is: Predict the product of the given reaction. (1) Given the reactants [NH:1]1[C:9]2[C:4](=[CH:5][CH:6]=[CH:7][CH:8]=2)[CH:3]=[C:2]1CC(=O)C(O)=O.S([O-])([O-])(=O)=O.[NH4+].[NH4+].C1[N:24]=[C:25](N)[C:26]2N=CN([C@@H]3O[C@H](COP(OP(OC[C@H]4O[C@@H](N5C=C(C(N)=O)CC=C5)[C@H](O)[C@@H]4O)(O)=O)(O)=O)[C@@H](O)[C@H]3O)C=2N=1.[C:67](=[O:70])([O-])[O-:68].[Na+].[Na+], predict the reaction product. The product is: [NH2:24][C@H:25]([C:67]([OH:68])=[O:70])[CH2:26][C:3]1[C:4]2[C:9](=[CH:8][CH:7]=[CH:6][CH:5]=2)[NH:1][CH:2]=1. (2) The product is: [ClH:4].[C:8]1([C:14]2[CH:18]=[C:17]([CH2:19][N:20]3[CH2:21][CH2:22][CH:23]([CH2:26][C:27]([Cl:7])=[O:28])[CH2:24][CH2:25]3)[O:16][N:15]=2)[CH:9]=[CH:10][CH:11]=[CH:12][CH:13]=1. Given the reactants C(Cl)(=O)C([Cl:4])=O.[ClH:7].[C:8]1([C:14]2[CH:18]=[C:17]([CH2:19][N:20]3[CH2:25][CH2:24][CH:23]([CH2:26][C:27](O)=[O:28])[CH2:22][CH2:21]3)[O:16][N:15]=2)[CH:13]=[CH:12][CH:11]=[CH:10][CH:9]=1, predict the reaction product. (3) Given the reactants [F:1][C:2]([F:34])([F:33])[C:3]1[CH:4]=[C:5]([CH:26]=[C:27]([C:29]([F:32])([F:31])[F:30])[CH:28]=1)[C:6]([N:8]1[CH2:25][CH2:24][C:11]2([N:15]([C:16]3[CH:21]=[CH:20][CH:19]=[CH:18][C:17]=3[Cl:22])[CH2:14][NH:13][C:12]2=[O:23])[CH2:10][CH2:9]1)=[O:7].Cl.Cl[CH2:37][C:38]1[N:39]=[C:40]([CH3:43])[S:41][CH:42]=1, predict the reaction product. The product is: [F:32][C:29]([F:31])([F:30])[C:27]1[CH:26]=[C:5]([CH:4]=[C:3]([C:2]([F:1])([F:33])[F:34])[CH:28]=1)[C:6]([N:8]1[CH2:9][CH2:10][C:11]2([N:15]([C:16]3[CH:21]=[CH:20][CH:19]=[CH:18][C:17]=3[Cl:22])[CH2:14][N:13]([CH2:37][C:38]3[N:39]=[C:40]([CH3:43])[S:41][CH:42]=3)[C:12]2=[O:23])[CH2:24][CH2:25]1)=[O:7]. (4) Given the reactants [Cl:1][C:2]1[C:3](Cl)=[C:4]2[N:10]=[C:9]([C:11]3[CH:16]=[CH:15][C:14]([O:17][CH2:18][CH2:19][N:20]4[CH2:25][CH2:24][O:23][CH2:22][CH2:21]4)=[CH:13][CH:12]=3)[NH:8][C:5]2=[N:6][CH:7]=1.[NH2:27][CH:28]1[CH2:32][CH2:31][NH:30][CH2:29]1, predict the reaction product. The product is: [Cl:1][C:2]1[C:3]([N:30]2[CH2:31][CH2:32][CH:28]([NH2:27])[CH2:29]2)=[C:4]2[NH:10][C:9]([C:11]3[CH:12]=[CH:13][C:14]([O:17][CH2:18][CH2:19][N:20]4[CH2:21][CH2:22][O:23][CH2:24][CH2:25]4)=[CH:15][CH:16]=3)=[N:8][C:5]2=[N:6][CH:7]=1. (5) Given the reactants [CH2:1]([NH:8][S:9]([C:12]1[CH:24]=[CH:23][C:15]2[N:16]=[C:17]([S:19](C)(=O)=O)[S:18][C:14]=2[CH:13]=1)(=[O:11])=[O:10])[C:2]1[CH:7]=[CH:6][CH:5]=[CH:4][CH:3]=1, predict the reaction product. The product is: [SH:19][C:17]1[S:18][C:14]2[CH:13]=[C:12]([S:9]([NH:8][CH2:1][C:2]3[CH:3]=[CH:4][CH:5]=[CH:6][CH:7]=3)(=[O:11])=[O:10])[CH:24]=[CH:23][C:15]=2[N:16]=1. (6) Given the reactants [F:1][C:2]1[C:3]([NH:28][C@H:29]2[CH2:34][CH2:33][CH2:32][C@@H:31]([NH:35][C:36]([NH:38]C(=O)OC(C)(C)C)=[NH:37])[CH2:30]2)=[N:4][C:5]([C:8]2[C:16]3[C:11](=[N:12][CH:13]=[C:14]([F:17])[CH:15]=3)[N:10](S(C3C=CC(C)=CC=3)(=O)=O)[CH:9]=2)=[N:6][CH:7]=1.C[O-].[Na+].CCOC(C)=O.C([O-])(O)=O.[Na+], predict the reaction product. The product is: [F:1][C:2]1[C:3]([NH:28][C@H:29]2[CH2:34][CH2:33][CH2:32][C@@H:31]([NH:35][C:36]([NH2:38])=[NH:37])[CH2:30]2)=[N:4][C:5]([C:8]2[C:16]3[C:11](=[N:12][CH:13]=[C:14]([F:17])[CH:15]=3)[NH:10][CH:9]=2)=[N:6][CH:7]=1. (7) Given the reactants COC1C=CC(C[N:8]([C:13]2[S:21][C:16]3=[CH:17][N:18]=[CH:19][CH:20]=[C:15]3[C:14]=2[C:22]([C:24]2[CH:25]=[C:26]3[C:30](=[CH:31][CH:32]=2)[C:29](=[N:33][OH:34])[CH2:28][CH2:27]3)=[O:23])[C:9](=[O:12])[CH2:10][CH3:11])=CC=1.O, predict the reaction product. The product is: [OH:34][N:33]=[C:29]1[C:30]2[C:26](=[CH:25][C:24]([C:22]([C:14]3[C:15]4[C:16](=[CH:17][N:18]=[CH:19][CH:20]=4)[S:21][C:13]=3[NH:8][C:9](=[O:12])[CH2:10][CH3:11])=[O:23])=[CH:32][CH:31]=2)[CH2:27][CH2:28]1. (8) Given the reactants [C:1]([Si:5]([CH3:17])([CH3:16])[O:6][C:7]1[CH:15]=[C:14]2[C:10]([CH:11]=[CH:12][NH:13]2)=[CH:9][CH:8]=1)([CH3:4])([CH3:3])[CH3:2].[Si:18](Cl)([C:21]([CH3:24])([CH3:23])[CH3:22])([CH3:20])[CH3:19].[Br:26]N1C(=O)CCC1=O, predict the reaction product. The product is: [Br:26][C:11]1[C:10]2[C:14](=[CH:15][C:7]([O:6][Si:5]([C:1]([CH3:4])([CH3:3])[CH3:2])([CH3:17])[CH3:16])=[CH:8][CH:9]=2)[N:13]([Si:18]([C:21]([CH3:24])([CH3:23])[CH3:22])([CH3:20])[CH3:19])[CH:12]=1.